This data is from Catalyst prediction with 721,799 reactions and 888 catalyst types from USPTO. The task is: Predict which catalyst facilitates the given reaction. (1) Reactant: [CH3:1][C:2]1[S:6][C:5]([NH:7][C:8]2[CH:13]=[CH:12][CH:11]=[CH:10][N:9]=2)=[N:4][C:3]=1[C:14]1[CH:15]=[N:16][NH:17][CH:18]=1.CCN(CC)CC.Cl.[N:27]1[CH:32]=[CH:31][CH:30]=[CH:29][C:28]=1[C:33](Cl)=[O:34].N1C=CC=CC=1C=O. Product: [CH3:1][C:2]1[S:6][C:5]([NH:7][C:8]2[CH:13]=[CH:12][CH:11]=[CH:10][N:9]=2)=[N:4][C:3]=1[C:14]1[CH:15]=[N:16][N:17]([C:33]([C:28]2[CH:29]=[CH:30][CH:31]=[CH:32][N:27]=2)=[O:34])[CH:18]=1. The catalyst class is: 59. (2) Reactant: [NH2:1][C@H:2]([C:9]([O:11][CH3:12])=[O:10])[CH2:3][O:4][CH2:5][C:6]([OH:8])=[O:7].O.C(=O)(O)[O-].[Na+].[C:19](=O)([O:35]N1C(=O)CCC1=O)[O:20][CH2:21][CH:22]1[C:34]2[CH:33]=[CH:32][CH:31]=[CH:30][C:29]=2[C:28]2[C:23]1=[CH:24][CH:25]=[CH:26][CH:27]=2. Product: [CH:33]1[C:34]2[CH:22]([CH2:21][O:20][C:19]([NH:1][C@H:2]([C:9]([O:11][CH3:12])=[O:10])[CH2:3][O:4][CH2:5][C:6]([OH:8])=[O:7])=[O:35])[C:23]3[C:28](=[CH:27][CH:26]=[CH:25][CH:24]=3)[C:29]=2[CH:30]=[CH:31][CH:32]=1. The catalyst class is: 1. (3) Reactant: [CH3:1][O:2][C:3]1[CH:19]=[CH:18][C:6]([CH2:7][N:8]2[C:12]3[CH:13]=[CH:14][CH:15]=[C:16]([OH:17])[C:11]=3[N:10]=[N:9]2)=[CH:5][CH:4]=1.[OH-].[Na+].[Cl:22]N1C(=O)CCC1=O. Product: [Cl:22][C:15]1[CH:14]=[CH:13][C:12]2[N:8]([CH2:7][C:6]3[CH:5]=[CH:4][C:3]([O:2][CH3:1])=[CH:19][CH:18]=3)[N:9]=[N:10][C:11]=2[C:16]=1[OH:17]. The catalyst class is: 1. (4) Reactant: [Cl:1][C:2]1[NH:6][C:5]2[CH:7]=[CH:8][CH:9]=[CH:10][C:4]=2[N:3]=1.[H-].[Na+].I[CH3:14]. Product: [Cl:1][C:2]1[N:6]([CH3:14])[C:5]2[CH:7]=[CH:8][CH:9]=[CH:10][C:4]=2[N:3]=1. The catalyst class is: 3. (5) Reactant: C(OC([N:8]1[CH2:12][C@@H:11]([CH2:13][N:14]([CH:31]([CH3:33])[CH3:32])[C:15](=[O:30])[C:16]2[CH:21]=[CH:20][C:19]([O:22][CH3:23])=[C:18]([O:24][CH2:25][CH2:26][CH2:27][O:28][CH3:29])[CH:17]=2)[C@H:10]([NH2:34])[CH2:9]1)=O)(C)(C)C.Cl[C:36]([O:38][CH:39]1[CH2:44][CH2:43][CH2:42][CH2:41][CH2:40]1)=[O:37].CC#N.O.CC#N. Product: [CH:39]1([O:38][C:36](=[O:37])[NH:34][C@H:10]2[C@H:11]([CH2:13][N:14]([CH:31]([CH3:32])[CH3:33])[C:15](=[O:30])[C:16]3[CH:21]=[CH:20][C:19]([O:22][CH3:23])=[C:18]([O:24][CH2:25][CH2:26][CH2:27][O:28][CH3:29])[CH:17]=3)[CH2:12][NH:8][CH2:9]2)[CH2:44][CH2:43][CH2:42][CH2:41][CH2:40]1. The catalyst class is: 6. (6) Reactant: FC(F)(F)S(O[C:7]1[C@@:11]2([CH3:27])[CH2:12][CH2:13][C@H:14]3[C@H:23]([C@@H:10]2[CH2:9][CH:8]=1)[CH2:22][CH:21]=[C:20]1[C@:15]3([CH3:26])[CH2:16][CH2:17][C:18](=[O:25])[N:19]1[CH3:24])(=O)=O.C(B(CC)[C:33]1[CH:34]=[N:35][CH:36]=[CH:37][CH:38]=1)C.C(=O)([O-])[O-].[Na+].[Na+]. Product: [CH3:24][N:19]1[C:20]2[C@@:15]([CH3:26])([C@H:14]3[CH2:13][CH2:12][C@@:11]4([CH3:27])[C@@H:10]([CH2:9][CH:8]=[C:7]4[C:33]4[CH:34]=[N:35][CH:36]=[CH:37][CH:38]=4)[C@@H:23]3[CH2:22][CH:21]=2)[CH2:16][CH2:17][C:18]1=[O:25]. The catalyst class is: 516.